From a dataset of Catalyst prediction with 721,799 reactions and 888 catalyst types from USPTO. Predict which catalyst facilitates the given reaction. (1) Product: [NH2:1][C:2]1[N:6]([CH:7]2[CH2:12][CH2:11][CH2:10][N:9]([C:37]#[N:36])[CH2:8]2)[N:5]=[C:4]([C:13]2[CH:18]=[CH:17][C:16]([O:19][C:20]3[CH:25]=[CH:24][C:23]([Cl:26])=[CH:22][N:21]=3)=[CH:15][CH:14]=2)[C:3]=1[C:27]([NH2:29])=[O:28]. The catalyst class is: 9. Reactant: [NH2:1][C:2]1[N:6]([CH:7]2[CH2:12][CH2:11][CH2:10][NH:9][CH2:8]2)[N:5]=[C:4]([C:13]2[CH:18]=[CH:17][C:16]([O:19][C:20]3[CH:25]=[CH:24][C:23]([Cl:26])=[CH:22][N:21]=3)=[CH:15][CH:14]=2)[C:3]=1[C:27]([NH2:29])=[O:28].C(=O)([O-])[O-].[Cs+].[Cs+].[N:36]#[C:37]Br.O. (2) Reactant: [CH3:1][O:2][CH:3]([O:15][CH3:16])[CH2:4][NH:5][C:6]1[C:11]([NH2:12])=[CH:10][CH:9]=[C:8]([O:13][CH3:14])[N:7]=1.Br[CH2:18][C:19]([O:21][CH2:22][CH3:23])=[O:20].C(=O)([O-])[O-].[K+].[K+]. Product: [CH3:16][O:15][CH:3]([O:2][CH3:1])[CH2:4][NH:5][C:6]1[C:11]([NH:12][CH2:18][C:19]([O:21][CH2:22][CH3:23])=[O:20])=[CH:10][CH:9]=[C:8]([O:13][CH3:14])[N:7]=1. The catalyst class is: 444.